Dataset: Forward reaction prediction with 1.9M reactions from USPTO patents (1976-2016). Task: Predict the product of the given reaction. (1) The product is: [CH:1]1([C:4]2[NH:8][N:7]=[C:6]([NH:9][C:10]3[C:11]([N+:18]([O-:20])=[O:19])=[CH:12][C:13]([F:17])=[C:14]([NH:30][C@H:28]([C:25]4[CH:26]=[CH:27][C:22]([F:21])=[CH:23][CH:24]=4)[CH3:29])[CH:15]=3)[CH:5]=2)[CH2:3][CH2:2]1. Given the reactants [CH:1]1([C:4]2[NH:8][N:7]=[C:6]([NH:9][C:10]3[CH:15]=[C:14](F)[C:13]([F:17])=[CH:12][C:11]=3[N+:18]([O-:20])=[O:19])[CH:5]=2)[CH2:3][CH2:2]1.[F:21][C:22]1[CH:27]=[CH:26][C:25]([C@@H:28]([NH2:30])[CH3:29])=[CH:24][CH:23]=1.CCN(C(C)C)C(C)C, predict the reaction product. (2) Given the reactants [CH3:1][C:2]1[CH:8]=[CH:7][C:5]([NH2:6])=[CH:4][C:3]=1[N+:9]([O-:11])=[O:10].[N+:12]([O-:15])([OH:14])=[O:13].[N:16]#[C:17][NH2:18], predict the reaction product. The product is: [N+:12]([O-:15])([OH:14])=[O:13].[CH3:1][C:2]1[CH:8]=[CH:7][C:5]([NH:6][C:17]([NH2:18])=[NH:16])=[CH:4][C:3]=1[N+:9]([O-:11])=[O:10]. (3) The product is: [CH3:14][C:15]1[CH:21]=[CH:20][C:18]([NH:19][C:6](=[O:8])[C:5]2[CH:9]=[CH:10][CH:11]=[C:3]([C:2]([F:1])([F:13])[F:12])[CH:4]=2)=[CH:17][C:16]=1[N:22]1[C:29]2[N:25]([N:26]=[C:27]([C:30]3[CH:31]=[N:32][CH:33]=[CH:34][CH:35]=3)[CH:28]=2)[CH:24]=[CH:23]1. Given the reactants [F:1][C:2]([F:13])([F:12])[C:3]1[CH:4]=[C:5]([CH:9]=[CH:10][CH:11]=1)[C:6]([OH:8])=O.[CH3:14][C:15]1[CH:21]=[CH:20][C:18]([NH2:19])=[CH:17][C:16]=1[N:22]1[C:29]2[N:25]([N:26]=[C:27]([C:30]3[CH:31]=[N:32][CH:33]=[CH:34][CH:35]=3)[CH:28]=2)[CH:24]=[CH:23]1.F[B-](F)(F)F.N1(OC(N(C)C)=[N+](C)C)C2C=CC=CC=2N=N1.C(N(CC)C(C)C)(C)C, predict the reaction product. (4) Given the reactants C(OC([N:8]1[CH2:13][C:12]([C:14](=[O:16])[NH2:15])=[C:11]([C:17]2[CH:38]=[CH:37][C:20]3[C:21]4[N:25]([CH2:26][CH2:27][O:28][C:19]=3[CH:18]=2)[CH:24]=[C:23]([C:29]2[N:30]([CH:34]([CH3:36])[CH3:35])[N:31]=[CH:32][N:33]=2)[N:22]=4)[CH2:10][CH2:9]1)=O)(C)(C)C.C(=O)([O-])[O-].C([N+](CC=C)(CC=C)CC=C)C=C.C([N+](CC=C)(CC=C)CC=C)C=C, predict the reaction product. The product is: [CH:34]([N:30]1[C:29]([C:23]2[N:22]=[C:21]3[N:25]([CH2:26][CH2:27][O:28][C:19]4[CH:18]=[C:17]([C:11]5[CH2:10][CH2:9][NH:8][CH2:13][C:12]=5[C:14]([NH2:15])=[O:16])[CH:38]=[CH:37][C:20]=43)[CH:24]=2)=[N:33][CH:32]=[N:31]1)([CH3:36])[CH3:35].